From a dataset of Reaction yield outcomes from USPTO patents with 853,638 reactions. Predict the reaction yield, written as a fraction of the theoretical maximum amount of product (1.0 means a 100% yield; for example, 0.34 means a 34% yield). (1) The reactants are [CH:1]([C:4]1[N:9]=[C:8]([C:10](OCC)=[O:11])[CH:7]=[CH:6][CH:5]=1)([CH3:3])[CH3:2].[H-].[H-].[H-].[H-].[Li+].[Al+3]. The catalyst is C1COCC1. The product is [CH:1]([C:4]1[N:9]=[C:8]([CH2:10][OH:11])[CH:7]=[CH:6][CH:5]=1)([CH3:3])[CH3:2]. The yield is 0.860. (2) The reactants are NC1C=C(C(C2C=CC(OC)=C(OC)C=2)=CC#N)C=CC=1OC.[CH2:24]([O:26][C:27]1[CH:28]=[C:29](Br)[CH:30]=[CH:31][C:32]=1[O:33][CH3:34])[CH3:25].[Mg].[CH3:37][O:38][C:39]1[CH:46]=[CH:45][C:42]([CH:43]=[O:44])=[CH:41][C:40]=1[N+:47]([O-:49])=[O:48]. No catalyst specified. The product is [CH3:37][O:38][C:39]1[CH:46]=[CH:45][C:42]([CH:43]([C:29]2[CH:30]=[CH:31][C:32]([O:33][CH3:34])=[C:27]([O:26][CH2:24][CH3:25])[CH:28]=2)[OH:44])=[CH:41][C:40]=1[N+:47]([O-:49])=[O:48]. The yield is 0.420. (3) The reactants are [CH2:1]([N:5]1[C:9](=[O:10])[C:8](Cl)=[C:7]([C:12]2[CH:17]=[CH:16][CH:15]=[CH:14][CH:13]=2)[S:6]1(=[O:19])=[O:18])[CH2:2][CH2:3][CH3:4].[NH2:20][C:21]1[CH:26]=[CH:25][C:24]([CH2:27][OH:28])=[CH:23][CH:22]=1. The catalyst is CN(C=O)C. The product is [CH2:1]([N:5]1[C:9](=[O:10])[C:8]([NH:20][C:21]2[CH:26]=[CH:25][C:24]([CH2:27][OH:28])=[CH:23][CH:22]=2)=[C:7]([C:12]2[CH:17]=[CH:16][CH:15]=[CH:14][CH:13]=2)[S:6]1(=[O:19])=[O:18])[CH2:2][CH2:3][CH3:4]. The yield is 0.0470. (4) The reactants are CC([O-])(C)C.[K+].CC1C=CC(S([CH2:17][N+:18]#[C-])(=O)=O)=CC=1.[Cl:20][C:21]1[CH:22]=[C:23]([CH:26]=[CH:27][C:28]=1[O:29][CH3:30])[CH:24]=O.CO. The catalyst is C1COCC1.O. The product is [Cl:20][C:21]1[CH:22]=[C:23]([CH2:24][C:17]#[N:18])[CH:26]=[CH:27][C:28]=1[O:29][CH3:30]. The yield is 0.830. (5) The reactants are [F:1][C:2]([F:24])([F:23])[C:3]1[CH:4]=[C:5]([CH:16]=[C:17]([C:19]([F:22])([F:21])[F:20])[CH:18]=1)[CH2:6][N:7]1[C:11]([Cl:12])=[C:10]([C:13]([OH:15])=O)[N:9]=[N:8]1.C(Cl)(=O)C(Cl)=O.[CH3:31][NH:32][C:33]1[CH:38]=[CH:37][CH:36]=[CH:35][C:34]=1[Cl:39]. The catalyst is C(Cl)Cl.CN(C=O)C.CN(C1C=CN=CC=1)C. The product is [Cl:39][C:34]1[CH:35]=[CH:36][CH:37]=[CH:38][C:33]=1[N:32]([CH3:31])[C:13]([C:10]1[N:9]=[N:8][N:7]([CH2:6][C:5]2[CH:4]=[C:3]([C:2]([F:24])([F:23])[F:1])[CH:18]=[C:17]([C:19]([F:21])([F:22])[F:20])[CH:16]=2)[C:11]=1[Cl:12])=[O:15]. The yield is 0.500.